This data is from Full USPTO retrosynthesis dataset with 1.9M reactions from patents (1976-2016). The task is: Predict the reactants needed to synthesize the given product. Given the product [C:30]([O:29][C:26]1[CH:27]=[CH:28][C:23]([NH:22][C:5]2[C:6]3[C:7](=[O:21])[C:8]4[C:13](=[C:12]([OH:17])[CH:11]=[CH:10][C:9]=4[N+:18]([O-:20])=[O:19])[C:14](=[O:16])[C:15]=3[C:2]([OH:1])=[CH:3][CH:4]=2)=[CH:24][CH:25]=1)(=[O:34])[C:31]([CH3:33])=[CH2:32], predict the reactants needed to synthesize it. The reactants are: [OH:1][C:2]1[C:15]2[C:14](=[O:16])[C:13]3[C:8](=[C:9]([N+:18]([O-:20])=[O:19])[CH:10]=[CH:11][C:12]=3[OH:17])[C:7](=[O:21])[C:6]=2[C:5]([NH:22][C:23]2[CH:28]=[CH:27][C:26]([OH:29])=[CH:25][CH:24]=2)=[CH:4][CH:3]=1.[C:30](O[C:30](=[O:34])[C:31]([CH3:33])=[CH2:32])(=[O:34])[C:31]([CH3:33])=[CH2:32].C(N(CC)CC)C.C(O)(=O)C.